This data is from TCR-epitope binding with 47,182 pairs between 192 epitopes and 23,139 TCRs. The task is: Binary Classification. Given a T-cell receptor sequence (or CDR3 region) and an epitope sequence, predict whether binding occurs between them. (1) The epitope is PKYVKQNTLKLAT. The TCR CDR3 sequence is CASSFPPGQGVQGAFF. Result: 1 (the TCR binds to the epitope). (2) The epitope is AYAQKIFKI. The TCR CDR3 sequence is CATGRLAGETQYF. Result: 0 (the TCR does not bind to the epitope). (3) The epitope is HPKVSSEVHI. The TCR CDR3 sequence is CASSLGPTVPGNTIYF. Result: 1 (the TCR binds to the epitope). (4) The epitope is VTEHDTLLY. The TCR CDR3 sequence is CSARDLEVLSYEQYF. Result: 1 (the TCR binds to the epitope).